This data is from Blood-brain barrier permeability classification from the B3DB database. The task is: Regression/Classification. Given a drug SMILES string, predict its absorption, distribution, metabolism, or excretion properties. Task type varies by dataset: regression for continuous measurements (e.g., permeability, clearance, half-life) or binary classification for categorical outcomes (e.g., BBB penetration, CYP inhibition). Dataset: b3db_classification. (1) The molecule is O=C1NC(=O)C(C[C@@H]2CCCCN2)(c2ccccc2)C(=O)N1. The result is 1 (penetrates BBB). (2) The molecule is C=C1CC2C3CCC4=CC(=O)C=CC4(C)C3C(O)CC2(C)C1(O)C(=O)CO. The result is 1 (penetrates BBB). (3) The molecule is CC(=CCC1=C(C)C(=O)c2ccccc2C1=O)CCCC(C)CCCC(C)CCCC(C)C. The result is 0 (does not penetrate BBB). (4) The molecule is COCN1C(=O)CN=C(c2ccccc2)c2cc([N+](=O)[O-])ccc21. The result is 1 (penetrates BBB). (5) The drug is CC[N+](C)(C)Cc1ccccc1Br. The result is 0 (does not penetrate BBB). (6) The drug is O=C(CCCN1CCC(O)(c2ccc(Cl)cc2)CC1)c1ccc(F)cc1. The result is 1 (penetrates BBB). (7) The compound is Cc1c(C(=O)NN2CCCCC2)nn(-c2ccc(Cl)cc2Cl)c1-c1ccc(Cl)cc1. The result is 1 (penetrates BBB).